The task is: Predict which catalyst facilitates the given reaction.. This data is from Catalyst prediction with 721,799 reactions and 888 catalyst types from USPTO. (1) Reactant: [NH2:1][C:2]1[C:10]([Cl:11])=[CH:9][C:5]([C:6]([OH:8])=O)=[C:4]([O:12][CH3:13])[C:3]=1[O:14][CH3:15].C([N:18]1[CH:22]=[CH:21][N:20]=[CH:19]1)([N:18]1[CH:22]=[CH:21][N:20]=[CH:19]1)=O. Product: [NH2:1][C:2]1[C:10]([Cl:11])=[CH:9][C:5]([C:6]([N:18]2[CH:22]=[CH:21][N:20]=[CH:19]2)=[O:8])=[C:4]([O:12][CH3:13])[C:3]=1[O:14][CH3:15]. The catalyst class is: 10. (2) Reactant: [CH3:1][C:2]1[CH:3]=[CH:4][C:5]2[NH:6][C:7]3[C:12]([C:13]=2[CH:14]=1)=[CH:11][C:10]([CH3:15])=[CH:9][CH:8]=3.I[C:17]1[CH:22]=[CH:21][C:20]([O:23][CH3:24])=[CH:19][CH:18]=1.P([O-])([O-])([O-])=O.[K+].[K+].[K+].N[C@@H]1CCCC[C@H]1N. Product: [CH3:1][C:2]1[CH:3]=[CH:4][C:5]2[N:6]([C:17]3[CH:22]=[CH:21][C:20]([O:23][CH3:24])=[CH:19][CH:18]=3)[C:7]3[C:12]([C:13]=2[CH:14]=1)=[CH:11][C:10]([CH3:15])=[CH:9][CH:8]=3. The catalyst class is: 830. (3) Reactant: [NH2:1][C:2]([C:4]1[C:5]([F:18])=[C:6]([CH:14]=[CH:15][C:16]=1[F:17])[O:7][CH2:8][CH:9]=[CH:10][C:11]([OH:13])=[O:12])=[O:3].C([O-])([O-])=O.[K+].[K+].[CH2:25](Br)[CH2:26][CH2:27][CH3:28]. Product: [NH2:1][C:2]([C:4]1[C:5]([F:18])=[C:6]([CH:14]=[CH:15][C:16]=1[F:17])[O:7][CH2:8][CH:9]=[CH:10][C:11]([O:13][CH2:25][CH2:26][CH2:27][CH3:28])=[O:12])=[O:3]. The catalyst class is: 18. (4) Reactant: Cl.C(OC([N:9]1[CH2:13][C@@H:12]([CH2:14][C@H:15]([CH2:19][C:20]2[CH:25]=[CH:24][C:23]([O:26][CH3:27])=[C:22]([O:28][CH2:29][CH2:30][CH2:31][O:32][CH3:33])[CH:21]=2)[CH:16]([CH3:18])[CH3:17])[C@H:11]([CH2:34][N:35]([CH:45]2[CH2:47][CH2:46]2)[C:36]([C:38]2[CH:43]=[N:42][C:41]([CH3:44])=[CH:40][N:39]=2)=[O:37])[CH2:10]1)=O)(C)(C)C.CC#N.O.CC#N. Product: [CH:45]1([N:35]([CH2:34][C@H:11]2[C@H:12]([CH2:14][C@H:15]([CH2:19][C:20]3[CH:25]=[CH:24][C:23]([O:26][CH3:27])=[C:22]([O:28][CH2:29][CH2:30][CH2:31][O:32][CH3:33])[CH:21]=3)[CH:16]([CH3:18])[CH3:17])[CH2:13][NH:9][CH2:10]2)[C:36]([C:38]2[CH:43]=[N:42][C:41]([CH3:44])=[CH:40][N:39]=2)=[O:37])[CH2:47][CH2:46]1. The catalyst class is: 38. (5) Reactant: C[O:2][C:3](=[O:34])[CH2:4][O:5][C:6]1[CH:15]=[CH:14][C:13]([F:16])=[C:12]2[C:7]=1[C:8]([O:30][CH:31]([F:33])[F:32])=[C:9]([CH2:19][C:20]1[CH:25]=[CH:24][CH:23]=[C:22]([S:26]([CH3:29])(=[O:28])=[O:27])[CH:21]=1)[C:10]([CH2:17][CH3:18])=[N:11]2.[OH-].[Na+]. Product: [F:33][CH:31]([F:32])[O:30][C:8]1[C:7]2[C:12](=[C:13]([F:16])[CH:14]=[CH:15][C:6]=2[O:5][CH2:4][C:3]([OH:34])=[O:2])[N:11]=[C:10]([CH2:17][CH3:18])[C:9]=1[CH2:19][C:20]1[CH:25]=[CH:24][CH:23]=[C:22]([S:26]([CH3:29])(=[O:28])=[O:27])[CH:21]=1. The catalyst class is: 5.